This data is from Forward reaction prediction with 1.9M reactions from USPTO patents (1976-2016). The task is: Predict the product of the given reaction. (1) Given the reactants [CH2:1]([O:8][C:9]1[C:10]2[N:11]([C:16]([CH3:20])=[C:17]([CH3:19])[N:18]=2)[CH:12]=[C:13](Br)[CH:14]=1)[C:2]1[CH:7]=[CH:6][CH:5]=[CH:4][CH:3]=1.[C:21]([O-:24])(=[O:23])C.[C:25]1(P(C2C=CC=CC=2)C2C=CC=CC=2)C=CC=C[CH:26]=1.[C]=O, predict the reaction product. The product is: [CH2:1]([O:8][C:9]1[C:10]2[N:11]([C:16]([CH3:20])=[C:17]([CH3:19])[N:18]=2)[CH:12]=[C:13]([C:21]([O:24][CH2:25][CH3:26])=[O:23])[CH:14]=1)[C:2]1[CH:7]=[CH:6][CH:5]=[CH:4][CH:3]=1. (2) Given the reactants [CH:1]([N:4]1[C:9](=[O:10])[CH:8]=[CH:7][C:6]([CH2:11][C:12](=[O:19])[C:13]2[CH:18]=[CH:17][CH:16]=[CH:15][CH:14]=2)=[N:5]1)([CH3:3])[CH3:2].[BrH:20].[Br-].[Br-].[Br-].[NH+]1C=CC=CC=1.[NH+]1C=CC=CC=1.[NH+]1C=CC=CC=1, predict the reaction product. The product is: [Br:20][CH:11]([C:6]1[CH:7]=[CH:8][C:9](=[O:10])[N:4]([CH:1]([CH3:3])[CH3:2])[N:5]=1)[C:12](=[O:19])[C:13]1[CH:14]=[CH:15][CH:16]=[CH:17][CH:18]=1. (3) Given the reactants Br[C:2](Br)=[CH:3][CH2:4][CH:5]1[CH2:9][CH2:8][N:7]([C:10]([O:12][C:13]([CH3:16])([CH3:15])[CH3:14])=[O:11])[CH2:6]1.C([Li])CCC, predict the reaction product. The product is: [CH2:4]([CH:5]1[CH2:9][CH2:8][N:7]([C:10]([O:12][C:13]([CH3:16])([CH3:15])[CH3:14])=[O:11])[CH2:6]1)[C:3]#[CH:2]. (4) Given the reactants Br[CH2:2][CH2:3][CH2:4][CH2:5][CH2:6][CH2:7][O:8][C:9]1[CH:14]=[C:13]([S:15][CH2:16][C:17]([F:20])([F:19])[F:18])[C:12]([Cl:21])=[CH:11][C:10]=1[Cl:22].[S-:23][C:24]#[N:25].[K+].CCCCCC.C(OCC)(=O)C, predict the reaction product. The product is: [S:23]([CH2:2][CH2:3][CH2:4][CH2:5][CH2:6][CH2:7][O:8][C:9]1[CH:14]=[C:13]([S:15][CH2:16][C:17]([F:20])([F:19])[F:18])[C:12]([Cl:21])=[CH:11][C:10]=1[Cl:22])[C:24]#[N:25].